This data is from Forward reaction prediction with 1.9M reactions from USPTO patents (1976-2016). The task is: Predict the product of the given reaction. (1) Given the reactants [C:1]([O:5][C:6]([N:8]1[CH2:13][CH2:12][N:11]([C:14]([O:16][C:17]([CH3:20])([CH3:19])[CH3:18])=[O:15])[CH2:10][C@H:9]1[CH2:21][C:22]1[CH:30]=[CH:29][C:25]([C:26](O)=[O:27])=[CH:24][CH:23]=1)=[O:7])([CH3:4])([CH3:3])[CH3:2].CN1CCOCC1.ClC(OCC)=O.[BH4-].[Na+].C(=O)(O)[O-].[Na+], predict the reaction product. The product is: [OH:27][CH2:26][C:25]1[CH:29]=[CH:30][C:22]([CH2:21][C@@H:9]2[CH2:10][N:11]([C:14]([O:16][C:17]([CH3:20])([CH3:18])[CH3:19])=[O:15])[CH2:12][CH2:13][N:8]2[C:6]([O:5][C:1]([CH3:4])([CH3:3])[CH3:2])=[O:7])=[CH:23][CH:24]=1. (2) Given the reactants [Br:1][C:2]1[CH:10]=[C:9]2[C:5]([CH2:6][C:7]3([CH2:16][CH2:15][C:14](F)(F)[CH2:13][CH2:12]3)[C:8]2=[O:11])=[CH:4][CH:3]=1.C([O-])([O-])=[O:20].[Cs+].[Cs+], predict the reaction product. The product is: [Br:1][C:2]1[CH:10]=[C:9]2[C:5]([CH2:6][C:7]3([CH2:16][CH2:15][C:14](=[O:20])[CH2:13][CH2:12]3)[C:8]2=[O:11])=[CH:4][CH:3]=1. (3) Given the reactants [Cl:1][C:2]1[C:11]2[C:6](=[CH:7][C:8](F)=[CH:9][CH:10]=2)[C:5]([O:13][CH3:14])=[CH:4][N:3]=1.[CH3:15][CH2:16][O-:17].[Na+], predict the reaction product. The product is: [Cl:1][C:2]1[C:11]2[C:6](=[CH:7][C:8]([O:17][CH2:16][CH3:15])=[CH:9][CH:10]=2)[C:5]([O:13][CH3:14])=[CH:4][N:3]=1. (4) Given the reactants Cl.[NH2:2][C:3]1[C:4]([OH:19])=[C:5]([C:10]2[CH:15]=[CH:14][CH:13]=[C:12]([C:16]([OH:18])=[O:17])[CH:11]=2)[CH:6]=[C:7]([CH3:9])[CH:8]=1.[N:20]([O-])=O.[Na+].[CH2:24]([CH:26]1[C:34]2[C:29](=[CH:30][CH:31]=[C:32]([N:35]3[C:39](=[O:40])[CH2:38][C:37]([CH3:41])=[N:36]3)[CH:33]=2)[CH2:28][CH2:27]1)[CH3:25].C(=O)(O)[O-].[Na+], predict the reaction product. The product is: [CH2:24]([CH:26]1[C:34]2[C:29](=[CH:30][CH:31]=[C:32]([N:35]3[C:39](=[O:40])[C:38](=[N:20][NH:2][C:3]4[C:4]([OH:19])=[C:5]([C:10]5[CH:15]=[CH:14][CH:13]=[C:12]([C:16]([OH:18])=[O:17])[CH:11]=5)[CH:6]=[C:7]([CH3:9])[CH:8]=4)[C:37]([CH3:41])=[N:36]3)[CH:33]=2)[CH2:28][CH2:27]1)[CH3:25]. (5) The product is: [CH2:33]([O:32][C:30]([N:28]1[CH2:27][C@H:24]2[C@H:23]([N:22]([C:15]3[CH:16]=[CH:17][CH:18]=[C:19]4[C:14]=3[N:13]=[CH:12][C:11]([S:8]([C:4]3[CH:5]=[CH:6][CH:7]=[C:2]([F:1])[CH:3]=3)(=[O:10])=[O:9])=[CH:20]4)[CH2:26][CH2:25]2)[CH2:29]1)=[O:31])[CH3:34]. Given the reactants [F:1][C:2]1[CH:3]=[C:4]([S:8]([C:11]2[CH:12]=[N:13][C:14]3[C:19]([CH:20]=2)=[CH:18][CH:17]=[CH:16][C:15]=3I)(=[O:10])=[O:9])[CH:5]=[CH:6][CH:7]=1.[NH:22]1[CH2:26][CH2:25][C@H:24]2[CH2:27][N:28]([C:30]([O:32][CH2:33][CH3:34])=[O:31])[CH2:29][C@@H:23]12.C(=O)([O-])[O-].[Cs+].[Cs+].CC(C1C=C(C(C)C)C(C2C=CC=CC=2P(C2CCCCC2)C2CCCCC2)=C(C(C)C)C=1)C, predict the reaction product.